This data is from Reaction yield outcomes from USPTO patents with 853,638 reactions. The task is: Predict the reaction yield, written as a fraction of the theoretical maximum amount of product (1.0 means a 100% yield; for example, 0.34 means a 34% yield). (1) The reactants are CN(C)C=O.[N:6]1[CH:11]=[CH:10][CH:9]=[CH:8][C:7]=1[S:12]([CH:15]([NH:27][CH2:28][C:29]1[CH:34]=[CH:33][C:32]([C:35]2[S:36][CH:37]=[CH:38][N:39]=2)=[CH:31][CH:30]=1)[C:16]1[N:21]=[C:20]([NH:22][CH2:23][C:24]([OH:26])=[O:25])[CH:19]=[CH:18][CH:17]=1)(=[O:14])=[O:13].C(=O)([O-])[O-].[K+].[K+].Cl[CH2:47][C:48]1[O:49][C:50](=[O:54])[O:51][C:52]=1[CH3:53]. The catalyst is O. The product is [CH3:53][C:52]1[O:51][C:50](=[O:54])[O:49][C:48]=1[CH2:47][O:25][C:24](=[O:26])[CH2:23][NH:22][C:20]1[CH:19]=[CH:18][CH:17]=[C:16]([CH:15]([S:12]([C:7]2[CH:8]=[CH:9][CH:10]=[CH:11][N:6]=2)(=[O:14])=[O:13])[NH:27][CH2:28][C:29]2[CH:34]=[CH:33][C:32]([C:35]3[S:36][CH:37]=[CH:38][N:39]=3)=[CH:31][CH:30]=2)[N:21]=1. The yield is 0.840. (2) The product is [Br:1][C:2]1[CH:3]=[C:4]2[C:9](=[CH:10][CH:11]=1)[N:8]=[CH:7][C:6]([C:12](=[O:14])[CH3:13])=[C:5]2[NH:26][C:25]1[CH:24]=[CH:23][C:22]([CH2:21][N:16]2[CH2:20][CH2:19][CH2:18][CH2:17]2)=[CH:28][CH:27]=1. The yield is 0.430. The reactants are [Br:1][C:2]1[CH:3]=[C:4]2[C:9](=[CH:10][CH:11]=1)[N:8]=[CH:7][C:6]([C:12](=[O:14])[CH3:13])=[C:5]2Cl.[N:16]1([CH2:21][C:22]2[CH:28]=[CH:27][C:25]([NH2:26])=[CH:24][CH:23]=2)[CH2:20][CH2:19][CH2:18][CH2:17]1. No catalyst specified.